From a dataset of Forward reaction prediction with 1.9M reactions from USPTO patents (1976-2016). Predict the product of the given reaction. (1) Given the reactants O[C:2]1[N:3]=[N:4][C:5]2[CH2:6][CH2:7][CH2:8][CH2:9][C:10]=2[C:11]=1[C:12]#[N:13].O=P(Cl)(Cl)[Cl:16], predict the reaction product. The product is: [Cl:16][C:2]1[N:3]=[N:4][C:5]2[CH2:6][CH2:7][CH2:8][CH2:9][C:10]=2[C:11]=1[C:12]#[N:13]. (2) Given the reactants C([N:8]1[CH2:13][CH2:12][CH:11]([N:14]2[C:18]3[CH:19]=[CH:20][C:21]([F:23])=[CH:22][C:17]=3[N:16]=[C:15]2[CH2:24][CH3:25])[CH2:10][CH2:9]1)C1C=CC=CC=1, predict the reaction product. The product is: [CH2:24]([C:15]1[N:14]([CH:11]2[CH2:10][CH2:9][NH:8][CH2:13][CH2:12]2)[C:18]2[CH:19]=[CH:20][C:21]([F:23])=[CH:22][C:17]=2[N:16]=1)[CH3:25]. (3) Given the reactants Cl.[CH3:2][CH2:3][N:4]1[C:9](=[O:10])[CH2:8][CH:6](O)[C:5]1=[O:11].P(Cl)(Cl)(Cl)=O.C([N:19](CC)CC)C.O=C1C=CC(=O)N1CC[N:33]([CH2:38][CH2:39][N:40]1[C:44](=[O:45])[CH:43]=[CH:42][C:41]1=[O:46])[P:34](Cl)(Cl)=[O:35].[NH2:47][CH2:48][CH2:49][C:50]([OH:52])=[O:51], predict the reaction product. The product is: [O:11]=[C:5]1[CH:6]=[CH:8][C:9](=[O:10])[N:4]1[CH2:3][CH2:2][NH:19][P:34]([NH:47][CH2:48][CH2:49][C:50]([OH:52])=[O:51])([NH:33][CH2:38][CH2:39][N:40]1[C:41](=[O:46])[CH:42]=[CH:43][C:44]1=[O:45])=[O:35]. (4) The product is: [N:18]1([CH2:2][C:3]2[S:17][C:6]3=[N:7][CH:8]=[C:9]([C:12]([O:14][CH2:15][CH3:16])=[O:13])[C:10](=[O:11])[N:5]3[CH:4]=2)[CH2:23][CH2:22][O:21][CH2:20][CH2:19]1. Given the reactants Br[CH2:2][C:3]1[S:17][C:6]2=[N:7][CH:8]=[C:9]([C:12]([O:14][CH2:15][CH3:16])=[O:13])[C:10](=[O:11])[N:5]2[CH:4]=1.[NH:18]1[CH2:23][CH2:22][O:21][CH2:20][CH2:19]1, predict the reaction product.